This data is from Full USPTO retrosynthesis dataset with 1.9M reactions from patents (1976-2016). The task is: Predict the reactants needed to synthesize the given product. (1) Given the product [NH2:35][C:25]1[S:24][C:14]2=[N:15][C:16]([CH3:23])=[C:17]([C:18]([OH:20])=[O:19])[C:12]([NH:11][S:8]([C:4]3[CH:5]=[CH:6][CH:7]=[C:2]([Cl:1])[CH:3]=3)(=[O:9])=[O:10])=[C:13]2[C:26]=1[C:27]1[CH:32]=[CH:31][CH:30]=[C:29]([O:33][CH3:34])[CH:28]=1, predict the reactants needed to synthesize it. The reactants are: [Cl:1][C:2]1[CH:3]=[C:4]([S:8]([NH:11][C:12]2[C:17]([C:18]([O:20]CC)=[O:19])=[C:16]([CH3:23])[N:15]=[C:14]3[S:24][C:25]([NH:35]C(OC(C)(C)C)=O)=[C:26]([C:27]4[CH:32]=[CH:31][CH:30]=[C:29]([O:33][CH3:34])[CH:28]=4)[C:13]=23)(=[O:10])=[O:9])[CH:5]=[CH:6][CH:7]=1.[OH-].[Na+].C(O)=O. (2) Given the product [C:20]1([C:29]2[CH:34]=[CH:33][CH:32]=[CH:31][CH:30]=2)[C:21]([C:26]([N:3]2[CH2:4][C@@H:5]3[C@@H:1]([CH2:6]3)[C@H:2]2[CH2:7][NH:8][C:9]([C:11]2[CH:12]=[CH:13][CH:14]=[C:15]3[O:19][CH:18]=[CH:17][C:16]=23)=[O:10])=[O:27])=[CH:22][CH:23]=[CH:24][CH:25]=1, predict the reactants needed to synthesize it. The reactants are: [C@@H:1]12[CH2:6][C@@H:5]1[CH2:4][NH:3][C@@H:2]2[CH2:7][NH:8][C:9]([C:11]1[CH:12]=[CH:13][CH:14]=[C:15]2[O:19][CH:18]=[CH:17][C:16]=12)=[O:10].[C:20]1([C:29]2[CH:34]=[CH:33][CH:32]=[CH:31][CH:30]=2)[C:21]([C:26](O)=[O:27])=[CH:22][CH:23]=[CH:24][CH:25]=1. (3) The reactants are: O.O.O.[F-].C([N+](CCCC)(CCCC)CCCC)CCC.[N+:22]([CH3:25])([O-:24])=[O:23].[CH2:26]([O:28][C:29](=[O:45])[CH:30]=[C:31]1[CH2:36][CH2:35][C:34]([N:42]([CH3:44])[CH3:43])([C:37]2[S:38][CH:39]=[CH:40][CH:41]=2)[CH2:33][CH2:32]1)[CH3:27]. Given the product [CH2:26]([O:28][C:29](=[O:45])[CH2:30][C:31]1([CH2:25][N+:22]([O-:24])=[O:23])[CH2:36][CH2:35][C:34]([N:42]([CH3:43])[CH3:44])([C:37]2[S:38][CH:39]=[CH:40][CH:41]=2)[CH2:33][CH2:32]1)[CH3:27], predict the reactants needed to synthesize it. (4) Given the product [I:1][C:2]1[CH:7]=[CH:6][C:5]([CH3:8])=[CH:4][C:3]=1[CH2:9][C:10]([O:12][CH:18]([CH3:20])[CH3:19])=[O:11], predict the reactants needed to synthesize it. The reactants are: [I:1][C:2]1[CH:7]=[CH:6][C:5]([CH3:8])=[CH:4][C:3]=1[CH2:9][C:10]([OH:12])=[O:11].S(=O)(=O)(O)O.[CH:18](O)([CH3:20])[CH3:19]. (5) Given the product [CH3:1][N:2]1[C:7]2[CH:8]=[CH:9][C:10]([N:12]3[CH:17]=[C:16]([C:18]([O:20][CH2:21][CH3:22])=[O:19])[C:15](=[O:23])[N:14]([CH2:29][C:28]4[CH:31]=[CH:32][CH:33]=[C:34]([C:35]([F:36])([F:37])[F:38])[C:27]=4[CH3:26])[C:13]3=[O:24])=[CH:11][C:6]=2[O:5][CH2:4][C:3]1=[O:25], predict the reactants needed to synthesize it. The reactants are: [CH3:1][N:2]1[C:7]2[CH:8]=[CH:9][C:10]([N:12]3[CH:17]=[C:16]([C:18]([O:20][CH2:21][CH3:22])=[O:19])[C:15](=[O:23])[NH:14][C:13]3=[O:24])=[CH:11][C:6]=2[O:5][CH2:4][C:3]1=[O:25].[CH3:26][C:27]1[C:34]([C:35]([F:38])([F:37])[F:36])=[CH:33][CH:32]=[CH:31][C:28]=1[CH2:29]Br. (6) Given the product [F:1][C:2]1[CH:7]=[CH:6][C:5]([C:8]([F:9])([F:10])[F:11])=[CH:4][C:3]=1[C:12]1[CH2:13][C:14](=[O:16])[N:40]([C@H:38]([C:35]2[CH:36]=[CH:37][C:32]([C:30]([O:29][CH2:27][CH3:28])=[O:31])=[CH:33][CH:34]=2)[CH3:39])[N:41]=1, predict the reactants needed to synthesize it. The reactants are: [F:1][C:2]1[CH:7]=[CH:6][C:5]([C:8]([F:11])([F:10])[F:9])=[CH:4][C:3]=1[C:12](=O)[CH2:13][C:14]([O:16]CC)=O.FC(F)(F)C([O-])=O.[CH2:27]([O:29][C:30]([C:32]1[CH:37]=[CH:36][C:35]([C@@H:38]([NH2+:40][NH2:41])[CH3:39])=[CH:34][CH:33]=1)=[O:31])[CH3:28].